This data is from Full USPTO retrosynthesis dataset with 1.9M reactions from patents (1976-2016). The task is: Predict the reactants needed to synthesize the given product. Given the product [NH2:1][C:2]1[N:3]=[C:4]([CH3:31])[C:5]2=[C:6]([CH2:8][C@H:9]([C:23]3[CH:28]=[CH:27][C:26]([F:29])=[CH:25][C:24]=3[C:38]3[CH:37]=[CH:36][CH:35]=[C:34]([O:33][CH3:32])[N:39]=3)[NH:10]/[C:11]/2=[N:12]\[O:13][C@@H:14]([CH2:20][CH2:21][OH:22])[C:15]([N:17]([CH3:19])[CH3:18])=[O:16])[N:7]=1, predict the reactants needed to synthesize it. The reactants are: [NH2:1][C:2]1[N:3]=[C:4]([CH3:31])[C:5]2=[C:6]([CH2:8][C@H:9]([C:23]3[CH:28]=[CH:27][C:26]([F:29])=[CH:25][C:24]=3Br)[NH:10]/[C:11]/2=[N:12]\[O:13][C@@H:14]([CH2:20][CH2:21][OH:22])[C:15]([N:17]([CH3:19])[CH3:18])=[O:16])[N:7]=1.[CH3:32][O:33][C:34]1[N:39]=[C:38](B2OCCN(C3C=CC=CC=3)CCO2)[CH:37]=[CH:36][CH:35]=1.C([O-])([O-])=O.[Na+].[Na+].